From a dataset of Full USPTO retrosynthesis dataset with 1.9M reactions from patents (1976-2016). Predict the reactants needed to synthesize the given product. (1) Given the product [Cl:1][C:2]1[N:7]=[C:6]([NH:13][C:14]2[CH:15]=[CH:16][CH:17]=[C:18]3[C:22]=2[C:21](=[O:23])[N:20]([CH2:24][CH2:25][F:26])[CH:19]3[CH3:27])[C:5]([C:9]([F:12])([F:11])[F:10])=[CH:4][N:3]=1, predict the reactants needed to synthesize it. The reactants are: [Cl:1][C:2]1[N:7]=[C:6](Cl)[C:5]([C:9]([F:12])([F:11])[F:10])=[CH:4][N:3]=1.[NH2:13][C:14]1[CH:15]=[CH:16][CH:17]=[C:18]2[C:22]=1[C:21](=[O:23])[N:20]([CH2:24][CH2:25][F:26])[CH:19]2[CH3:27].C(N(C(C)C)CC)(C)C. (2) Given the product [Cl:29][C:17]1[CH:16]=[C:15]([NH:14][C:12]2[N:11]=[CH:10][N:9]=[C:8]3[NH:7][N:6]=[C:5]([O:4][CH2:3][CH2:2][N:31]([CH3:30])[CH2:32][CH2:33][OH:34])[C:13]=23)[CH:20]=[CH:19][C:18]=1[O:21][CH2:22][C:23]1[CH:28]=[CH:27][CH:26]=[CH:25][N:24]=1, predict the reactants needed to synthesize it. The reactants are: Cl[CH2:2][CH2:3][O:4][C:5]1[C:13]2[C:8](=[N:9][CH:10]=[N:11][C:12]=2[NH:14][C:15]2[CH:20]=[CH:19][C:18]([O:21][CH2:22][C:23]3[CH:28]=[CH:27][CH:26]=[CH:25][N:24]=3)=[C:17]([Cl:29])[CH:16]=2)[NH:7][N:6]=1.[CH3:30][NH:31][CH2:32][CH2:33][OH:34].